From a dataset of Forward reaction prediction with 1.9M reactions from USPTO patents (1976-2016). Predict the product of the given reaction. (1) Given the reactants [CH3:1][C@@:2]([C:11]([OH:13])=[O:12])([CH2:4][C:5]1[CH:10]=[CH:9][CH:8]=[CH:7][CH:6]=1)[NH2:3].O.O.O.O.O.[OH-].C[N+](C)(C)C.[CH3:25][C:26]([O:29][C:30](O[C:30]([O:29][C:26]([CH3:28])([CH3:27])[CH3:25])=[O:31])=[O:31])([CH3:28])[CH3:27], predict the reaction product. The product is: [C:30]([NH:3][C@:2]([CH3:1])([C:11]([OH:13])=[O:12])[CH2:4][C:5]1[CH:6]=[CH:7][CH:8]=[CH:9][CH:10]=1)([O:29][C:26]([CH3:28])([CH3:27])[CH3:25])=[O:31]. (2) Given the reactants [I:1][C:2]1[C:7]2[N:8]=[C:9](SC)[N:10]=[CH:11][C:6]=2[CH:5]=[N:4][CH:3]=1.[CH:14]1([NH2:20])[CH2:19][CH2:18][CH2:17][CH2:16][CH2:15]1, predict the reaction product. The product is: [CH:14]1([NH:20][C:9]2[N:10]=[CH:11][C:6]3[CH:5]=[N:4][CH:3]=[C:2]([I:1])[C:7]=3[N:8]=2)[CH2:19][CH2:18][CH2:17][CH2:16][CH2:15]1. (3) Given the reactants Br[C:2]1[C:7]2[S:8][C:9]([C:11]3[C:16]([F:17])=[CH:15][N:14]=[C:13]([NH:18][CH2:19][CH2:20][N:21]4[CH:25]=[CH:24][N:23]=[N:22]4)[N:12]=3)=[CH:10][C:6]=2[CH:5]=[CH:4][CH:3]=1.[B:26]1([B:26]2[O:30][C:29]([CH3:32])([CH3:31])[C:28]([CH3:34])([CH3:33])[O:27]2)[O:30][C:29]([CH3:32])([CH3:31])[C:28]([CH3:34])([CH3:33])[O:27]1.C([O-])(=O)C.[K+], predict the reaction product. The product is: [F:17][C:16]1[C:11]([C:9]2[S:8][C:7]3[C:2]([B:26]4[O:30][C:29]([CH3:32])([CH3:31])[C:28]([CH3:34])([CH3:33])[O:27]4)=[CH:3][CH:4]=[CH:5][C:6]=3[CH:10]=2)=[N:12][C:13]([NH:18][CH2:19][CH2:20][N:21]2[CH:25]=[CH:24][N:23]=[N:22]2)=[N:14][CH:15]=1. (4) Given the reactants Br[C:2]1[CH:3]=[C:4]([N+:9]([O-:11])=[O:10])[C:5]([CH3:8])=[N:6][CH:7]=1.[B:12]1([B:12]2[O:16][C:15]([CH3:18])([CH3:17])[C:14]([CH3:20])([CH3:19])[O:13]2)[O:16][C:15]([CH3:18])([CH3:17])[C:14]([CH3:20])([CH3:19])[O:13]1.C([O-])(=O)C.[K+], predict the reaction product. The product is: [CH3:8][C:5]1[C:4]([N+:9]([O-:11])=[O:10])=[CH:3][C:2]([B:12]2[O:16][C:15]([CH3:18])([CH3:17])[C:14]([CH3:20])([CH3:19])[O:13]2)=[CH:7][N:6]=1.